This data is from Catalyst prediction with 721,799 reactions and 888 catalyst types from USPTO. The task is: Predict which catalyst facilitates the given reaction. (1) Reactant: [OH:1][CH:2]([C:11]1[CH:16]=[CH:15][C:14]([C:17]2[N:21]=[C:20]([C:22]3[O:26][N:25]=[C:24]([C:27]4[CH:32]=[CH:31][CH:30]=[CH:29][CH:28]=4)[C:23]=3[C:33]([F:36])([F:35])[F:34])[O:19][N:18]=2)=[CH:13][CH:12]=1)[C:3]([NH:5][CH2:6][CH2:7][C:8](O)=[O:9])=[O:4].[NH2:37][CH2:38][C:39]([CH3:42])([OH:41])[CH3:40].CN1CCOCC1.CN(C(ON1N=NC2C=CC=NC1=2)=[N+](C)C)C.F[P-](F)(F)(F)(F)F. Product: [OH:1][CH:2]([C:11]1[CH:16]=[CH:15][C:14]([C:17]2[N:21]=[C:20]([C:22]3[O:26][N:25]=[C:24]([C:27]4[CH:28]=[CH:29][CH:30]=[CH:31][CH:32]=4)[C:23]=3[C:33]([F:35])([F:36])[F:34])[O:19][N:18]=2)=[CH:13][CH:12]=1)[C:3]([NH:5][CH2:6][CH2:7][C:8]([NH:37][CH2:38][C:39]([OH:41])([CH3:42])[CH3:40])=[O:9])=[O:4]. The catalyst class is: 3. (2) Reactant: [N-:1]=[N+:2]=[N-:3].[Na+].C(O)(C(F)(F)F)=O.[Cl:12][C:13]1[CH:18]=[CH:17][C:16]([C:19](O)([CH3:21])[CH3:20])=[CH:15][C:14]=1[CH3:23].N. Product: [N:1]([C:19]([C:16]1[CH:17]=[CH:18][C:13]([Cl:12])=[C:14]([CH3:23])[CH:15]=1)([CH3:21])[CH3:20])=[N+:2]=[N-:3]. The catalyst class is: 146. (3) The catalyst class is: 4. Product: [F:1][C:2]1[C:7]([CH:8]=[O:9])=[CH:6][CH:5]=[C:4]([NH:10][CH2:11][C:12]2[CH:13]=[N:14][C:15]([C:18]([F:21])([F:19])[F:20])=[CH:16][CH:17]=2)[N:3]=1. Reactant: [F:1][C:2]1[C:7]([CH2:8][OH:9])=[CH:6][CH:5]=[C:4]([NH:10][CH2:11][C:12]2[CH:13]=[N:14][C:15]([C:18]([F:21])([F:20])[F:19])=[CH:16][CH:17]=2)[N:3]=1.CC(OI1(OC(C)=O)(OC(C)=O)OC(=O)C2C=CC=CC1=2)=O.S([O-])([O-])(=O)=S.[Na+].[Na+].C(=O)([O-])[O-].[K+].[K+]. (4) Reactant: Cl.O1CCCCC1[O:8][C:9]1[CH:14]=[CH:13][C:12]([N:15]2[CH2:20][CH2:19][CH:18]([CH2:21][C:22]3[O:23][C:24]4[CH:30]=[CH:29][C:28]([C:31]([F:34])([F:33])[F:32])=[CH:27][C:25]=4[CH:26]=3)[CH2:17][CH2:16]2)=[CH:11][CH:10]=1.C(=O)([O-])O.[Na+]. Product: [F:34][C:31]([F:32])([F:33])[C:28]1[CH:29]=[CH:30][C:24]2[O:23][C:22]([CH2:21][CH:18]3[CH2:19][CH2:20][N:15]([C:12]4[CH:13]=[CH:14][C:9]([OH:8])=[CH:10][CH:11]=4)[CH2:16][CH2:17]3)=[CH:26][C:25]=2[CH:27]=1. The catalyst class is: 8. (5) Reactant: [Cl:1][C:2]1[N:11]=[C:10]([NH:12][NH2:13])[C:9]2[CH:8]=[CH:7][C:6]3[O:14][C:15]([F:18])([F:17])[O:16][C:5]=3[C:4]=2[N:3]=1.[CH:19](OC)(OC)OC.FC(F)(F)C(O)=O.C(=O)([O-])O.[Na+]. Product: [Cl:1][C:2]1[N:11]2[CH:19]=[N:13][N:12]=[C:10]2[C:9]2[C:4](=[C:5]3[O:16][C:15]([F:18])([F:17])[O:14][C:6]3=[CH:7][CH:8]=2)[N:3]=1. The catalyst class is: 4.